Dataset: Forward reaction prediction with 1.9M reactions from USPTO patents (1976-2016). Task: Predict the product of the given reaction. (1) Given the reactants [Br:1][C:2]1[CH:7]=[CH:6][CH:5]=[C:4]([N+:8]([O-])=O)[C:3]=1[S:11][CH2:12][CH2:13][CH2:14][Cl:15], predict the reaction product. The product is: [Br:1][C:2]1[C:3]([S:11][CH2:12][CH2:13][CH2:14][Cl:15])=[C:4]([NH2:8])[CH:5]=[CH:6][CH:7]=1. (2) The product is: [CH2:1]([N:3]1[CH:7]=[C:6]([C:8]2[CH:13]=[CH:12][N:11]=[C:10]3[NH:14][CH:15]=[CH:16][C:9]=23)[C:5]([C:17]2[C:18]([F:38])=[C:19]([NH:23][S:24]([C:27]3[CH:32]=[C:31]([F:33])[CH:30]=[CH:29][C:28]=3[F:34])(=[O:26])=[O:25])[CH:20]=[CH:21][CH:22]=2)=[N:4]1)[CH3:2]. Given the reactants [CH2:1]([N:3]1[CH:7]=[C:6]([C:8]2[CH:13]=[CH:12][N:11]=[C:10]3[NH:14][CH:15]=[CH:16][C:9]=23)[C:5]([C:17]2[C:18]([F:38])=[C:19]([N:23](COC)[S:24]([C:27]3[CH:32]=[C:31]([F:33])[CH:30]=[CH:29][C:28]=3[F:34])(=[O:26])=[O:25])[CH:20]=[CH:21][CH:22]=2)=[N:4]1)[CH3:2].C(O)(C(F)(F)F)=O.O, predict the reaction product. (3) Given the reactants [C:1]1([As](C2C=CC=CC=2)C2C=CC=CC=2)C=CC=CC=1.FC(F)(F)S(O[C:26]1[CH2:30][C@@H:29]([CH2:31][O:32][Si:33]([C:36]([CH3:39])([CH3:38])[CH3:37])([CH3:35])[CH3:34])[N:28]([C:40](=[O:63])[C:41]2[CH:46]=[C:45]([O:47][CH3:48])[C:44]([O:49][Si:50]([CH:57]([CH3:59])[CH3:58])([CH:54]([CH3:56])[CH3:55])[CH:51]([CH3:53])[CH3:52])=[CH:43][C:42]=2[N+:60]([O-:62])=[O:61])[CH:27]=1)(=O)=O.CB(O)O.[O-]P([O-])([O-])=O.[K+].[K+].[K+], predict the reaction product. The product is: [Si:33]([O:32][CH2:31][C@@H:29]1[CH2:30][C:26]([CH3:1])=[CH:27][N:28]1[C:40]([C:41]1[CH:46]=[C:45]([O:47][CH3:48])[C:44]([O:49][Si:50]([CH:57]([CH3:58])[CH3:59])([CH:54]([CH3:56])[CH3:55])[CH:51]([CH3:53])[CH3:52])=[CH:43][C:42]=1[N+:60]([O-:62])=[O:61])=[O:63])([C:36]([CH3:38])([CH3:37])[CH3:39])([CH3:34])[CH3:35]. (4) Given the reactants [CH2:1]([N:5]1[C:13]2[C:8](=[CH:9][CH:10]=[C:11]([C:14]([O:16][CH3:17])=[O:15])[CH:12]=2)[CH:7]=[CH:6]1)[CH2:2][CH2:3][CH3:4].[Cl-].C([Al+]CC)C.[C:24](Cl)(=[O:26])[CH3:25], predict the reaction product. The product is: [C:24]([C:7]1[C:8]2[C:13](=[CH:12][C:11]([C:14]([O:16][CH3:17])=[O:15])=[CH:10][CH:9]=2)[N:5]([CH2:1][CH2:2][CH2:3][CH3:4])[CH:6]=1)(=[O:26])[CH3:25]. (5) Given the reactants [CH2:1]([C:8]1[CH:13]=[CH:12][CH:11]=[CH:10][C:9]=1[OH:14])[C:2]1[CH:7]=[CH:6][CH:5]=[CH:4][CH:3]=1.C[C:16]1(C)N(O)C(C)(C)C[CH:18]([OH:25])[CH2:17]1.C(Cl)(=O)C=C.[OH-].[Na+], predict the reaction product. The product is: [C:18]([O:14][C:9]1[CH:10]=[CH:11][CH:12]=[CH:13][C:8]=1[CH2:1][C:2]1[CH:3]=[CH:4][CH:5]=[CH:6][CH:7]=1)(=[O:25])[CH:17]=[CH2:16]. (6) Given the reactants O.[OH-].[Li+].C([O:6][C:7]([C@:9]1([F:26])[C@@H:14]2[C@H:10]1[CH:11]=[CH:12][C@@:13]2([NH2:25])[C:15]([O:17]CC1C=CC=CC=1)=[O:16])=[O:8])C, predict the reaction product. The product is: [NH2:25][C@@:13]1([C:15]([OH:17])=[O:16])[CH:12]=[CH:11][C@@H:10]2[C@H:14]1[C@@:9]2([F:26])[C:7]([OH:8])=[O:6]. (7) Given the reactants CN(C(ON1N=NC2C=CC=NC1=2)=[N+](C)C)C.F[P-](F)(F)(F)(F)F.[CH3:25][NH:26][C:27]1[CH:28]=[CH:29][C:30]2[S:34][CH:33]=[N:32][C:31]=2[CH:35]=1.[C:36]([O:40][C:41]([NH:43][C@@H:44]([CH2:48][C:49]1[CH:54]=[CH:53][CH:52]=[CH:51][CH:50]=1)[C:45]([OH:47])=O)=[O:42])([CH3:39])([CH3:38])[CH3:37].CCN(C(C)C)C(C)C, predict the reaction product. The product is: [S:34]1[C:30]2[CH:29]=[CH:28][C:27]([N:26]([CH3:25])[C:45](=[O:47])[C@@H:44]([NH:43][C:41](=[O:42])[O:40][C:36]([CH3:37])([CH3:38])[CH3:39])[CH2:48][C:49]3[CH:54]=[CH:53][CH:52]=[CH:51][CH:50]=3)=[CH:35][C:31]=2[N:32]=[CH:33]1. (8) Given the reactants [OH-].[Na+].C([O:6][C:7]([CH3:35])([CH3:34])[C:8]([NH:10][CH2:11][CH:12]1[O:18][CH2:17][CH2:16][N:15]([C:19]([O:21][C:22]([CH3:25])([CH3:24])[CH3:23])=[O:20])[CH2:14][CH:13]1[C:26]1[CH:31]=[CH:30][C:29]([Cl:32])=[C:28]([Cl:33])[CH:27]=1)=[O:9])(=O)C.O, predict the reaction product. The product is: [Cl:33][C:28]1[CH:27]=[C:26]([CH:13]2[CH:12]([CH2:11][NH:10][C:8](=[O:9])[C:7]([OH:6])([CH3:35])[CH3:34])[O:18][CH2:17][CH2:16][N:15]([C:19]([O:21][C:22]([CH3:25])([CH3:24])[CH3:23])=[O:20])[CH2:14]2)[CH:31]=[CH:30][C:29]=1[Cl:32]. (9) The product is: [C:1]1([CH3:36])[CH:6]=[CH:5][C:4]([C:7]2[N:8]=[C:9]3[CH2:23][CH2:22][CH2:21][N:20]([CH2:24][CH2:25][NH:26][C:27](=[O:35])[CH2:28][CH2:29][C:30]([OH:32])=[O:31])[C:10]3=[N:11][C:12]=2[C:13]2[CH:14]=[CH:15][C:16]([CH3:19])=[CH:17][CH:18]=2)=[CH:3][CH:2]=1. Given the reactants [C:1]1([CH3:36])[CH:6]=[CH:5][C:4]([C:7]2[N:8]=[C:9]3[CH2:23][CH2:22][CH2:21][N:20]([CH2:24][CH2:25][NH:26][C:27](=[O:35])[CH2:28][CH2:29][C:30]([O:32]CC)=[O:31])[C:10]3=[N:11][C:12]=2[C:13]2[CH:18]=[CH:17][C:16]([CH3:19])=[CH:15][CH:14]=2)=[CH:3][CH:2]=1.[OH-].[Na+], predict the reaction product.